The task is: Predict the reactants needed to synthesize the given product.. This data is from Full USPTO retrosynthesis dataset with 1.9M reactions from patents (1976-2016). (1) Given the product [NH2:18][C:11]1[CH:10]=[C:9]([O:8][C@H:7]2[CH2:6][CH2:5][N:4]([C:21]([O:23][C:24]([CH3:26])([CH3:25])[CH3:27])=[O:22])[CH2:3][C@H:2]2[F:1])[C:17]2[O:16][CH:15]=[CH:14][C:13]=2[CH:12]=1, predict the reactants needed to synthesize it. The reactants are: [F:1][C@H:2]1[C@@H:7]([O:8][C:9]2[C:17]3[O:16][CH:15]=[CH:14][C:13]=3[CH:12]=[C:11]([N+:18]([O-])=O)[CH:10]=2)[CH2:6][CH2:5][N:4]([C:21]([O:23][C:24]([CH3:27])([CH3:26])[CH3:25])=[O:22])[CH2:3]1.O.NN. (2) Given the product [C:45]([N:33]1[CH2:34][C:31]([C:28]2[CH:29]=[CH:30][C:25]([N:9]3[C:10](=[O:24])[CH2:11][C:12]4[C:17](=[CH:16][C:15]([O:18][CH:19]([CH3:20])[CH3:21])=[C:14]([O:22][CH3:23])[CH:13]=4)[C@@H:8]3[C:5]3[CH:6]=[CH:7][C:2]([Cl:1])=[CH:3][CH:4]=3)=[CH:26][CH:27]=2)([OH:35])[CH2:32]1)(=[O:47])[CH3:46], predict the reactants needed to synthesize it. The reactants are: [Cl:1][C:2]1[CH:7]=[CH:6][C:5]([C@H:8]2[C:17]3[C:12](=[CH:13][C:14]([O:22][CH3:23])=[C:15]([O:18][CH:19]([CH3:21])[CH3:20])[CH:16]=3)[CH2:11][C:10](=[O:24])[N:9]2[C:25]2[CH:30]=[CH:29][C:28]([C:31]3([OH:35])[CH2:34][NH:33][CH2:32]3)=[CH:27][CH:26]=2)=[CH:4][CH:3]=1.CCN(C(C)C)C(C)C.[C:45](Cl)(=[O:47])[CH3:46].